From a dataset of CYP1A2 inhibition data for predicting drug metabolism from PubChem BioAssay. Regression/Classification. Given a drug SMILES string, predict its absorption, distribution, metabolism, or excretion properties. Task type varies by dataset: regression for continuous measurements (e.g., permeability, clearance, half-life) or binary classification for categorical outcomes (e.g., BBB penetration, CYP inhibition). Dataset: cyp1a2_veith. (1) The molecule is NC(=O)c1ccc(NC(=O)C2CCCO2)cc1. The result is 0 (non-inhibitor). (2) The drug is Cc1ccc(C)c(S(=O)(=O)NCc2ccc(C(=O)N3CCC(Cc4ccccc4)CC3)cc2)c1. The result is 0 (non-inhibitor). (3) The compound is O=C(c1ccco1)N1CCC2(CC1)CN(Cc1cc(C(F)(F)F)cc(C(F)(F)F)c1)C2. The result is 0 (non-inhibitor).